From a dataset of Full USPTO retrosynthesis dataset with 1.9M reactions from patents (1976-2016). Predict the reactants needed to synthesize the given product. (1) Given the product [F:20][C:19]([F:22])([F:21])[C:16]1[CH:15]=[C:14]2[C:13](=[CH:18][CH:17]=1)[CH:12]=[N:11][C:9]([OH:10])=[CH:8]2, predict the reactants needed to synthesize it. The reactants are: S(=O)(=O)(O)O.CO[CH:8](OC)[C:9]([NH:11][CH2:12][C:13]1[CH:18]=[CH:17][C:16]([C:19]([F:22])([F:21])[F:20])=[CH:15][CH:14]=1)=[O:10].[OH-].[Na+]. (2) The reactants are: [CH3:1][NH:2][C:3]1[C:8]([NH2:9])=[CH:7][C:6]([C:10]([F:13])([F:12])[F:11])=[CH:5][N:4]=1.C1N=CN([C:19](N2C=NC=C2)=[O:20])C=1.C(#N)C. Given the product [CH3:1][N:2]1[C:3]2=[N:4][CH:5]=[C:6]([C:10]([F:13])([F:11])[F:12])[CH:7]=[C:8]2[NH:9][C:19]1=[O:20], predict the reactants needed to synthesize it. (3) Given the product [Br:9][C:5]1[CH:6]=[C:7]([Br:8])[C:2]2[N:3]([C:20]([NH:19][C:12]([CH3:18])([CH3:11])[CH2:13][C:14]([CH3:17])([CH3:16])[CH3:15])=[C:25]([C:24]3[CH:27]=[CH:28][CH:29]=[C:30]([O:31][CH3:32])[C:23]=3[O:22][CH3:21])[N:1]=2)[C:4]=1[CH3:10], predict the reactants needed to synthesize it. The reactants are: [NH2:1][C:2]1[C:7]([Br:8])=[CH:6][C:5]([Br:9])=[C:4]([CH3:10])[N:3]=1.[CH3:11][C:12]([N+:19]#[C-:20])([CH3:18])[CH2:13][C:14]([CH3:17])([CH3:16])[CH3:15].[CH3:21][O:22][C:23]1[C:30]([O:31][CH3:32])=[CH:29][CH:28]=[CH:27][C:24]=1[CH:25]=O.